This data is from KCNQ2 potassium channel screen with 302,405 compounds. The task is: Binary Classification. Given a drug SMILES string, predict its activity (active/inactive) in a high-throughput screening assay against a specified biological target. (1) The drug is O=C(NC1CC1)Cn1nc(nc1)[N+]([O-])=O. The result is 0 (inactive). (2) The drug is S=C(NC1CCCCC1)NC(CC)c1ccc(cc1)C. The result is 1 (active). (3) The drug is S1C(CC(=O)N(c2c1cccc2)CC)c1occc1. The result is 0 (inactive). (4) The drug is O1CCN(CC1)C(=O)/C(=C\c1oc(c2c([N+]([O-])=O)cccc2)cc1)C#N. The result is 0 (inactive). (5) The molecule is s1c(N2CCN(CC2)C(=O)CCCC)nc2c1cc(F)cc2. The result is 0 (inactive).